From a dataset of Full USPTO retrosynthesis dataset with 1.9M reactions from patents (1976-2016). Predict the reactants needed to synthesize the given product. Given the product [S:6]1[CH:7]=[CH:8][C:4]2[CH:3]=[C:2]([C:15]3[CH:16]=[CH:17][C:12]([OH:11])=[CH:13][CH:14]=3)[CH:10]=[CH:9][C:5]1=2, predict the reactants needed to synthesize it. The reactants are: Br[C:2]1[CH:10]=[CH:9][C:5]2[S:6][CH:7]=[CH:8][C:4]=2[CH:3]=1.[OH:11][C:12]1[CH:17]=[CH:16][C:15](B(O)O)=[CH:14][CH:13]=1.O.C([O-])([O-])=O.[Cs+].[Cs+].